From a dataset of Full USPTO retrosynthesis dataset with 1.9M reactions from patents (1976-2016). Predict the reactants needed to synthesize the given product. (1) Given the product [CH2:35]([O:34][CH:5]([CH2:6][C:7]1[CH:12]=[CH:11][C:10]([O:13][CH2:14][C:15]2[N:16]=[C:17]([C:21]3[CH:26]=[C:25]([O:27][CH3:28])[C:24]([O:29][CH3:30])=[C:23]([O:31][CH3:32])[CH:22]=3)[O:18][C:19]=2[CH3:20])=[CH:9][C:8]=1[CH3:33])[C:4]([OH:37])=[O:3])[CH3:36], predict the reactants needed to synthesize it. The reactants are: C([O:3][C:4](=[O:37])[CH:5]([O:34][CH2:35][CH3:36])[CH2:6][C:7]1[CH:12]=[CH:11][C:10]([O:13][CH2:14][C:15]2[N:16]=[C:17]([C:21]3[CH:26]=[C:25]([O:27][CH3:28])[C:24]([O:29][CH3:30])=[C:23]([O:31][CH3:32])[CH:22]=3)[O:18][C:19]=2[CH3:20])=[CH:9][C:8]=1[CH3:33])C.[Li+].[OH-]. (2) Given the product [C:9]([O:13][C:14]([C@@H:15]1[CH2:4][C@H:16]1[C:17]1[CH:18]=[C:19]([CH:24]=[CH:25][CH:26]=1)[C:20]([O:22][CH3:23])=[O:21])=[O:27])([CH3:12])([CH3:10])[CH3:11], predict the reactants needed to synthesize it. The reactants are: [H-].[Na+].[I-].[CH3:4][S+](C)(C)=O.[C:9]([O:13][C:14](=[O:27])/[CH:15]=[CH:16]/[C:17]1[CH:18]=[C:19]([CH:24]=[CH:25][CH:26]=1)[C:20]([O:22][CH3:23])=[O:21])([CH3:12])([CH3:11])[CH3:10].[Cl-].[NH4+]. (3) Given the product [CH:3]1([C@H:9]2[CH2:15][NH:14][C:13](=[O:16])[C@H:12]([NH:17][C:18](=[O:24])[O:19][C:20]([CH3:22])([CH3:21])[CH3:23])[CH2:11][CH2:10]2)[CH2:2][CH2:7][CH2:6][CH2:5][CH2:4]1, predict the reactants needed to synthesize it. The reactants are: F[C:2]1[C:7](F)=[CH:6][CH:5]=[CH:4][C:3]=1[C@H:9]1[CH2:15][NH:14][C:13](=[O:16])[C@H:12]([NH:17][C:18](=[O:24])[O:19][C:20]([CH3:23])([CH3:22])[CH3:21])[CH2:11][CH2:10]1.[H][H].